Dataset: NCI-60 drug combinations with 297,098 pairs across 59 cell lines. Task: Regression. Given two drug SMILES strings and cell line genomic features, predict the synergy score measuring deviation from expected non-interaction effect. (1) Drug 1: C(=O)(N)NO. Drug 2: CC1CCC2CC(C(=CC=CC=CC(CC(C(=O)C(C(C(=CC(C(=O)CC(OC(=O)C3CCCCN3C(=O)C(=O)C1(O2)O)C(C)CC4CCC(C(C4)OC)O)C)C)O)OC)C)C)C)OC. Cell line: LOX IMVI. Synergy scores: CSS=-3.86, Synergy_ZIP=2.08, Synergy_Bliss=-2.53, Synergy_Loewe=-4.53, Synergy_HSA=-6.37. (2) Drug 1: CC1=C2C(C(=O)C3(C(CC4C(C3C(C(C2(C)C)(CC1OC(=O)C(C(C5=CC=CC=C5)NC(=O)OC(C)(C)C)O)O)OC(=O)C6=CC=CC=C6)(CO4)OC(=O)C)O)C)O. Drug 2: C1=NNC2=C1C(=O)NC=N2. Cell line: A549. Synergy scores: CSS=0.371, Synergy_ZIP=3.14, Synergy_Bliss=2.22, Synergy_Loewe=1.89, Synergy_HSA=-1.12. (3) Drug 1: CC1=C(C=C(C=C1)NC(=O)C2=CC=C(C=C2)CN3CCN(CC3)C)NC4=NC=CC(=N4)C5=CN=CC=C5. Drug 2: CC1=C(N=C(N=C1N)C(CC(=O)N)NCC(C(=O)N)N)C(=O)NC(C(C2=CN=CN2)OC3C(C(C(C(O3)CO)O)O)OC4C(C(C(C(O4)CO)O)OC(=O)N)O)C(=O)NC(C)C(C(C)C(=O)NC(C(C)O)C(=O)NCCC5=NC(=CS5)C6=NC(=CS6)C(=O)NCCC[S+](C)C)O. Cell line: SW-620. Synergy scores: CSS=7.11, Synergy_ZIP=-0.891, Synergy_Bliss=-1.35, Synergy_Loewe=-29.2, Synergy_HSA=-5.76. (4) Drug 1: CC1=C2C(C(=O)C3(C(CC4C(C3C(C(C2(C)C)(CC1OC(=O)C(C(C5=CC=CC=C5)NC(=O)OC(C)(C)C)O)O)OC(=O)C6=CC=CC=C6)(CO4)OC(=O)C)O)C)O. Drug 2: C1CCC(C(C1)N)N.C(=O)(C(=O)[O-])[O-].[Pt+4]. Cell line: HCT116. Synergy scores: CSS=34.2, Synergy_ZIP=-3.31, Synergy_Bliss=-5.89, Synergy_Loewe=4.04, Synergy_HSA=-0.222. (5) Drug 1: CC(C1=C(C=CC(=C1Cl)F)Cl)OC2=C(N=CC(=C2)C3=CN(N=C3)C4CCNCC4)N. Drug 2: C1CN1P(=S)(N2CC2)N3CC3. Cell line: RPMI-8226. Synergy scores: CSS=17.9, Synergy_ZIP=-3.41, Synergy_Bliss=0.154, Synergy_Loewe=-4.59, Synergy_HSA=-3.94. (6) Drug 2: C(CCl)NC(=O)N(CCCl)N=O. Cell line: HCT116. Synergy scores: CSS=58.7, Synergy_ZIP=9.66, Synergy_Bliss=9.68, Synergy_Loewe=7.01, Synergy_HSA=12.3. Drug 1: CN(CCCl)CCCl.Cl. (7) Drug 1: C1CC(=O)NC(=O)C1N2CC3=C(C2=O)C=CC=C3N. Drug 2: CCC1=CC2CC(C3=C(CN(C2)C1)C4=CC=CC=C4N3)(C5=C(C=C6C(=C5)C78CCN9C7C(C=CC9)(C(C(C8N6C)(C(=O)OC)O)OC(=O)C)CC)OC)C(=O)OC.C(C(C(=O)O)O)(C(=O)O)O. Cell line: HS 578T. Synergy scores: CSS=54.1, Synergy_ZIP=1.73, Synergy_Bliss=2.78, Synergy_Loewe=-45.9, Synergy_HSA=2.21. (8) Drug 2: CN(C(=O)NC(C=O)C(C(C(CO)O)O)O)N=O. Cell line: OVCAR-4. Synergy scores: CSS=4.10, Synergy_ZIP=0.166, Synergy_Bliss=2.01, Synergy_Loewe=1.72, Synergy_HSA=1.51. Drug 1: CN1C(=O)N2C=NC(=C2N=N1)C(=O)N.